Predict the reactants needed to synthesize the given product. From a dataset of Full USPTO retrosynthesis dataset with 1.9M reactions from patents (1976-2016). (1) Given the product [CH3:1][O:2][C:3](=[O:22])[CH2:4][C:5]1[CH:10]=[C:9]([S:30]([C:28]2[S:29][C:25]([CH3:24])=[C:26]([C:33]3[CH:34]=[CH:35][C:36]([O:39][C:40]([F:43])([F:41])[F:42])=[CH:37][CH:38]=3)[CH:27]=2)(=[O:32])=[O:31])[CH:8]=[C:7]([O:19][CH2:20][CH3:21])[CH:6]=1, predict the reactants needed to synthesize it. The reactants are: [CH3:1][O:2][C:3](=[O:22])[CH2:4][C:5]1[CH:10]=[C:9](OS(C(F)(F)F)(=O)=O)[CH:8]=[C:7]([O:19][CH2:20][CH3:21])[CH:6]=1.[Na+].[CH3:24][C:25]1[S:29][C:28]([S:30]([O-:32])=[O:31])=[CH:27][C:26]=1[C:33]1[CH:38]=[CH:37][C:36]([O:39][C:40]([F:43])([F:42])[F:41])=[CH:35][CH:34]=1.C(=O)([O-])[O-].[Cs+].[Cs+].CC1(C)C2C(=C(P(C3C=CC=CC=3)C3C=CC=CC=3)C=CC=2)OC2C(P(C3C=CC=CC=3)C3C=CC=CC=3)=CC=CC1=2.C1(C)C=CC=CC=1. (2) Given the product [CH2:14]([CH:13]1[CH:12]([C:29]2[CH:30]=[CH:31][C:32]([O:35][CH3:36])=[CH:33][CH:34]=2)[CH:11]2[CH:6]([CH2:7][CH2:8][CH2:9][CH2:10]2)[C:5]2[C:41]1=[CH:42][CH:43]=[C:44]([O:40][CH3:37])[CH:4]=2)[CH3:15], predict the reactants needed to synthesize it. The reactants are: COC1[CH:4]=[C:5]2[C:14](=[CH:15]C=1)[CH:13](COS(C1C=CC(C)=CC=1)(=O)=O)[CH:12]([C:29]1[CH:34]=[CH:33][C:32]([O:35][CH3:36])=[CH:31][CH:30]=1)[CH:11]1[CH:6]2[CH2:7][CH2:8][CH2:9][CH2:10]1.[CH3:37][Mg]Br.[O:40]1[CH2:44][CH2:43][CH2:42][CH2:41]1. (3) Given the product [S:1]1[CH:5]=[C:4]([C:6]2[N:15]=[C:14]([C:16]([N:25]3[CH2:24][CH2:23][C:22]4[C:27](=[CH:28][CH:29]=[C:30]([CH3:31])[C:21]=4[OH:20])[CH2:26]3)=[O:18])[C:13]3[C:8](=[CH:9][CH:10]=[CH:11][CH:12]=3)[N:7]=2)[N:3]=[CH:2]1, predict the reactants needed to synthesize it. The reactants are: [S:1]1[CH:5]=[C:4]([C:6]2[N:15]=[C:14]([C:16]([OH:18])=O)[C:13]3[C:8](=[CH:9][CH:10]=[CH:11][CH:12]=3)[N:7]=2)[N:3]=[CH:2]1.Cl.[OH:20][C:21]1[C:30]([CH3:31])=[CH:29][CH:28]=[C:27]2[C:22]=1[CH2:23][CH2:24][NH:25][CH2:26]2. (4) Given the product [NH2:1][C:2]1[N:3]=[CH:4][C:5]([C:18]2[CH:19]=[C:20]([CH:43]=[CH:44][CH:45]=2)[CH2:21][NH:22][CH:23]2[CH2:28][CH2:27][NH:26][C@@H:25]([C:36]([O:38][C:39]([CH3:40])([CH3:41])[CH3:42])=[O:37])[CH2:24]2)=[N:6][C:7]=1[NH:8][CH2:9][C:10]1[C:15]([Cl:16])=[CH:14][CH:13]=[CH:12][C:11]=1[Cl:17], predict the reactants needed to synthesize it. The reactants are: [NH2:1][C:2]1[N:3]=[CH:4][C:5]([C:18]2[CH:19]=[C:20]([CH:43]=[CH:44][CH:45]=2)[CH2:21][NH:22][CH:23]2[CH2:28][CH2:27][N:26](C(OC(C)(C)C)=O)[C@@H:25]([C:36]([O:38][C:39]([CH3:42])([CH3:41])[CH3:40])=[O:37])[CH2:24]2)=[N:6][C:7]=1[NH:8][CH2:9][C:10]1[C:15]([Cl:16])=[CH:14][CH:13]=[CH:12][C:11]=1[Cl:17].Cl.[OH-].[Na+]. (5) Given the product [NH2:6][C:7]1[N:12]=[C:11]([NH2:13])[C:10]([CH2:14][C:15]2[CH:23]=[C:22]3[C:18]([C:19]([CH:35]=[O:36])=[CH:20][N:21]3[CH2:24][CH3:25])=[C:17]([O:26][S:27]([CH:30]([CH3:31])[CH3:32])(=[O:29])=[O:28])[CH:16]=2)=[CH:9][N:8]=1, predict the reactants needed to synthesize it. The reactants are: P(Cl)(Cl)(Cl)=O.[NH2:6][C:7]1[N:12]=[C:11]([NH2:13])[C:10]([CH2:14][C:15]2[CH:23]=[C:22]3[C:18]([CH:19]=[CH:20][N:21]3[CH2:24][CH3:25])=[C:17]([O:26][S:27]([CH:30]([CH3:32])[CH3:31])(=[O:29])=[O:28])[CH:16]=2)=[CH:9][N:8]=1.CN(C)[CH:35]=[O:36]. (6) The reactants are: Cl.[Cl:2]C1C=CC(O[CH:8]2[CH2:13][CH2:12][NH:11][CH2:10][CH2:9]2)=CC=1F.[Cl:17][C:18]1[CH:23]=[CH:22][C:21]([OH:24])=[C:20]([F:25])[CH:19]=1. Given the product [ClH:2].[Cl:17][C:18]1[CH:23]=[CH:22][C:21]([O:24][CH:8]2[CH2:13][CH2:12][NH:11][CH2:10][CH2:9]2)=[C:20]([F:25])[CH:19]=1, predict the reactants needed to synthesize it. (7) Given the product [Cl:1][C:2]1[CH:12]=[CH:11][C:5]([CH2:6][NH:7][C:8](=[O:10])[CH3:9])=[CH:4][C:3]=1[CH2:13][NH:18][CH:15]1[CH2:17][CH2:16]1, predict the reactants needed to synthesize it. The reactants are: [Cl:1][C:2]1[CH:12]=[CH:11][C:5]([CH2:6][NH:7][C:8](=[O:10])[CH3:9])=[CH:4][C:3]=1[CH:13]=O.[CH:15]1([NH2:18])[CH2:17][CH2:16]1.[BH4-].[Na+].